The task is: Predict the product of the given reaction.. This data is from Forward reaction prediction with 1.9M reactions from USPTO patents (1976-2016). (1) Given the reactants [CH:1]1([CH2:4][NH:5][C:6]2[C:11]([N+:12]([O-])=O)=[CH:10][C:9]([N+:15]([O-:17])=[O:16])=[CH:8][N:7]=2)[CH2:3][CH2:2]1, predict the reaction product. The product is: [CH:1]1([CH2:4][NH:5][C:6]2[C:11]([NH2:12])=[CH:10][C:9]([N+:15]([O-:17])=[O:16])=[CH:8][N:7]=2)[CH2:2][CH2:3]1. (2) Given the reactants Br[C:2]1[N:6]([CH3:7])[CH:5]=[N:4][C:3]=1[C:8]1[CH:13]=[C:12]([C:14]#[N:15])[CH:11]=[CH:10][N:9]=1.[F:16][C:17]1[CH:22]=[CH:21][C:20](B(O)O)=[CH:19][C:18]=1[C:26](=[O:34])[NH:27][C:28]1[CH:33]=[CH:32][CH:31]=[CH:30][CH:29]=1, predict the reaction product. The product is: [C:14]([C:12]1[CH:11]=[CH:10][N:9]=[C:8]([C:3]2[N:4]=[CH:5][N:6]([CH3:7])[C:2]=2[C:20]2[CH:21]=[CH:22][C:17]([F:16])=[C:18]([CH:19]=2)[C:26]([NH:27][C:28]2[CH:29]=[CH:30][CH:31]=[CH:32][CH:33]=2)=[O:34])[CH:13]=1)#[N:15]. (3) Given the reactants [N+:1]([C:4]1[CH:5]=[C:6]([CH:10]=[CH:11][C:12]=1[N+:13]([O-:15])=[O:14])[C:7](Cl)=[O:8])([O-:3])=[O:2].[Br:16][C:17]1[CH:18]=[CH:19][C:20]([NH2:23])=[N:21][CH:22]=1, predict the reaction product. The product is: [Br:16][C:17]1[CH:18]=[CH:19][C:20]([NH:23][C:7](=[O:8])[C:6]2[CH:10]=[CH:11][C:12]([N+:13]([O-:15])=[O:14])=[C:4]([N+:1]([O-:3])=[O:2])[CH:5]=2)=[N:21][CH:22]=1. (4) Given the reactants [CH3:1][NH:2][C:3](=[O:5])[CH3:4].[H-].[Na+].Cl.Cl.[Cl:10][CH2:11][C:12]1[CH:17]=[CH:16][C:15]([C:18]2[C:19]([N:24]3[CH2:29][CH2:28][N:27]([CH2:30][C:31]4[CH:32]=[N:33][N:34]([CH3:37])[C:35]=4[CH3:36])[CH2:26][CH2:25]3)=[N:20][CH:21]=[CH:22][N:23]=2)=[CH:14][CH:13]=1.[I-].[Na+], predict the reaction product. The product is: [ClH:10].[CH3:37][N:34]1[C:35]([CH3:36])=[C:31]([CH2:30][N:27]2[CH2:28][CH2:29][N:24]([C:19]3[C:18]([C:15]4[CH:16]=[CH:17][C:12]([CH2:11][N:2]([CH3:1])[C:3](=[O:5])[CH3:4])=[CH:13][CH:14]=4)=[N:23][CH:22]=[CH:21][N:20]=3)[CH2:25][CH2:26]2)[CH:32]=[N:33]1. (5) Given the reactants [N:1]1([C:12]([O:14][C:15]([CH3:18])([CH3:17])[CH3:16])=[O:13])[CH2:6][CH2:5][CH:4]([C:7]([O:9][CH2:10][CH3:11])=[O:8])[CH2:3][CH2:2]1.[Li+].CC([N-]C(C)C)C.[CH3:27][O:28][CH2:29]Cl.C(OCC)(=O)C, predict the reaction product. The product is: [CH3:27][O:28][CH2:29][C:4]1([C:7]([O:9][CH2:10][CH3:11])=[O:8])[CH2:3][CH2:2][N:1]([C:12]([O:14][C:15]([CH3:17])([CH3:16])[CH3:18])=[O:13])[CH2:6][CH2:5]1.